Predict the product of the given reaction. From a dataset of Forward reaction prediction with 1.9M reactions from USPTO patents (1976-2016). Given the reactants [F:1][C:2]1[CH:10]=[C:9]2[C:5]([C:6]([CH:17]3[CH2:22][CH2:21][NH:20][CH2:19][CH2:18]3)=[CH:7][N:8]2[CH2:11][C:12]2[O:13][CH:14]=[CH:15][CH:16]=2)=[CH:4][CH:3]=1.C[O:24][C:25](=[O:36])[C:26]1[CH:31]=[CH:30][CH:29]=[CH:28][C:27]=1[O:32][CH2:33][CH2:34]Cl, predict the reaction product. The product is: [F:1][C:2]1[CH:10]=[C:9]2[C:5]([C:6]([CH:17]3[CH2:18][CH2:19][N:20]([CH2:34][CH2:33][O:32][C:27]4[CH:28]=[CH:29][CH:30]=[CH:31][C:26]=4[C:25]([OH:36])=[O:24])[CH2:21][CH2:22]3)=[CH:7][N:8]2[CH2:11][C:12]2[O:13][CH:14]=[CH:15][CH:16]=2)=[CH:4][CH:3]=1.